This data is from Catalyst prediction with 721,799 reactions and 888 catalyst types from USPTO. The task is: Predict which catalyst facilitates the given reaction. (1) Reactant: [C:1]([O:5][C:6]([N:8]1[CH2:12][CH:11](O)[CH:10]([N:14]2[CH2:18][CH2:17][CH2:16][CH2:15]2)[CH2:9]1)=[O:7])([CH3:4])([CH3:3])[CH3:2].C(N(S(F)(F)[F:25])CC)C. Product: [C:1]([O:5][C:6]([N:8]1[CH2:12][C@H:11]([F:25])[C@H:10]([N:14]2[CH2:18][CH2:17][CH2:16][CH2:15]2)[CH2:9]1)=[O:7])([CH3:4])([CH3:3])[CH3:2]. The catalyst class is: 4. (2) Reactant: Br[C:2]1[CH:7]=[CH:6][C:5]([CH3:8])=[CH:4][CH:3]=1.[Mg].[Br:10][CH2:11][CH2:12][CH2:13][CH2:14][CH2:15][O:16][C:17]1[CH:24]=[CH:23][C:20]([CH:21]=[O:22])=[CH:19][CH:18]=1.CO. Product: [Br:10][CH2:11][CH2:12][CH2:13][CH2:14][CH2:15][O:16][C:17]1[CH:18]=[CH:19][C:20]([CH:21]([C:2]2[CH:7]=[CH:6][C:5]([CH3:8])=[CH:4][CH:3]=2)[OH:22])=[CH:23][CH:24]=1. The catalyst class is: 28. (3) Reactant: [C:1](/[C:5](=[CH:11]/[CH2:12][CH3:13])/[CH:6]=[CH:7]/[C:8](=[O:10])[CH3:9])([CH3:4])([CH3:3])[CH3:2]. Product: [C:1]([CH:5]([CH2:11][CH2:12][CH3:13])[CH2:6][CH2:7][C:8](=[O:10])[CH3:9])([CH3:4])([CH3:3])[CH3:2]. The catalyst class is: 29. (4) Reactant: [OH:1][C:2]1[CH:9]=[CH:8][CH:7]=[CH:6][C:3]=1[C:4]#[N:5].Br[CH2:11][CH:12]([CH3:14])[CH3:13].C(=O)([O-])[O-].[K+].[K+]. Product: [CH2:11]([O:1][C:2]1[CH:9]=[CH:8][CH:7]=[CH:6][C:3]=1[C:4]#[N:5])[CH:12]([CH3:14])[CH3:13]. The catalyst class is: 39. (5) Reactant: Cl[C:2]1[CH:7]=[CH:6][N:5]=[C:4]([C:8]2[C:16]3[C:11](=[CH:12][CH:13]=[CH:14][CH:15]=3)[N:10]([CH2:17][C:18]3[C:23]([F:24])=[CH:22][C:21]([O:25][CH2:26][CH3:27])=[CH:20][C:19]=3[F:28])[N:9]=2)[CH:3]=1.[CH2:29]([O:31][CH2:32][N:33]1[CH:37]=[C:36]([NH2:38])[CH:35]=[N:34]1)[CH3:30].C1C=CC(P(C2C=CC3C(=CC=CC=3)C=2C2C3C(=CC=CC=3)C=CC=2P(C2C=CC=CC=2)C2C=CC=CC=2)C2C=CC=CC=2)=CC=1.O. Product: [CH2:26]([O:25][C:21]1[CH:22]=[C:23]([F:24])[C:18]([CH2:17][N:10]2[C:11]3[C:16](=[CH:15][CH:14]=[CH:13][CH:12]=3)[C:8]([C:4]3[CH:3]=[C:2]([NH:38][C:36]4[CH:35]=[N:34][N:33]([CH2:32][O:31][CH2:29][CH3:30])[CH:37]=4)[CH:7]=[CH:6][N:5]=3)=[N:9]2)=[C:19]([F:28])[CH:20]=1)[CH3:27]. The catalyst class is: 9. (6) Product: [Si:1]([O:8][CH:9]1[CH2:14][CH2:13][C:12](=[O:15])[CH:11]([CH3:16])[CH2:10]1)([C:4]([CH3:7])([CH3:6])[CH3:5])([CH3:3])[CH3:2]. Reactant: [Si:1]([O:8][CH:9]1[CH2:14][CH2:13][C:12](=[O:15])[CH2:11][CH2:10]1)([C:4]([CH3:7])([CH3:6])[CH3:5])([CH3:3])[CH3:2].[CH3:16][Si]([N-][Si](C)(C)C)(C)C.[Li+].IC. The catalyst class is: 1.